Dataset: Full USPTO retrosynthesis dataset with 1.9M reactions from patents (1976-2016). Task: Predict the reactants needed to synthesize the given product. (1) Given the product [CH3:1][O:2][C:3]1[CH:10]=[C:9]([O:11][CH3:12])[CH:8]=[CH:7][C:4]=1/[CH:5]=[CH:14]/[C:15]([OH:17])=[O:16], predict the reactants needed to synthesize it. The reactants are: [CH3:1][O:2][C:3]1[CH:10]=[C:9]([O:11][CH3:12])[CH:8]=[CH:7][C:4]=1[CH:5]=O.C(O)(=O)[CH2:14][C:15]([OH:17])=[O:16].N1CCCCC1.Cl. (2) Given the product [CH3:1][O:2][C:3](=[O:12])[C:4]1[CH:9]=[C:8]([Cl:10])[CH:7]=[CH:6][C:5]=1[O:11][CH2:20][CH2:21][CH2:22][OH:23], predict the reactants needed to synthesize it. The reactants are: [CH3:1][O:2][C:3](=[O:12])[C:4]1[CH:9]=[C:8]([Cl:10])[CH:7]=[CH:6][C:5]=1[OH:11].C([O-])([O-])=O.[Cs+].[Cs+].Br[CH2:20][CH2:21][CH2:22][OH:23]. (3) Given the product [NH2:1][CH2:4][C@@H:5]1[C@H:9]2[O:10][C:11]([CH3:14])([CH3:13])[O:12][C@H:8]2[C@H:7]([N:15]2[C:19]3[N:20]=[CH:21][N:22]=[C:23]([NH:24][CH2:25][C:26]4[CH:31]=[CH:30][C:29]([O:32][CH3:33])=[CH:28][C:27]=4[O:34][CH3:35])[C:18]=3[CH:17]=[CH:16]2)[CH2:6]1, predict the reactants needed to synthesize it. The reactants are: [N:1]([CH2:4][C@@H:5]1[C@H:9]2[O:10][C:11]([CH3:14])([CH3:13])[O:12][C@H:8]2[C@H:7]([N:15]2[C:19]3[N:20]=[CH:21][N:22]=[C:23]([NH:24][CH2:25][C:26]4[CH:31]=[CH:30][C:29]([O:32][CH3:33])=[CH:28][C:27]=4[O:34][CH3:35])[C:18]=3[CH:17]=[CH:16]2)[CH2:6]1)=[N+]=[N-].C1COCC1.CP(C)C.O. (4) Given the product [CH2:1]([C:8]1[CH:9]=[N:10][C:11]2[C:16]([C:17]=1[C:18]1[CH:19]=[C:20]([NH:24][CH2:40][C:39]3[CH:42]=[C:43]([O:45][CH2:46][C:47]4[CH:52]=[CH:51][CH:50]=[CH:49][CH:48]=4)[CH:44]=[C:37]([O:36][CH2:29][C:30]4[CH:35]=[CH:34][CH:33]=[CH:32][CH:31]=4)[CH:38]=3)[CH:21]=[CH:22][CH:23]=1)=[CH:15][CH:14]=[CH:13][C:12]=2[C:25]([F:28])([F:26])[F:27])[C:2]1[CH:3]=[CH:4][CH:5]=[CH:6][CH:7]=1, predict the reactants needed to synthesize it. The reactants are: [CH2:1]([C:8]1[CH:9]=[N:10][C:11]2[C:16]([C:17]=1[C:18]1[CH:19]=[C:20]([NH2:24])[CH:21]=[CH:22][CH:23]=1)=[CH:15][CH:14]=[CH:13][C:12]=2[C:25]([F:28])([F:27])[F:26])[C:2]1[CH:7]=[CH:6][CH:5]=[CH:4][CH:3]=1.[CH2:29]([O:36][C:37]1[CH:38]=[C:39]([CH:42]=[C:43]([O:45][CH2:46][C:47]2[CH:52]=[CH:51][CH:50]=[CH:49][CH:48]=2)[CH:44]=1)[CH:40]=O)[C:30]1[CH:35]=[CH:34][CH:33]=[CH:32][CH:31]=1. (5) Given the product [N:40]1([CH2:44][CH2:45][O:39][C:38]2[CH:37]=[CH:36][C:4]([CH2:5][N:7]([CH:33]([CH3:35])[CH3:34])[C:8]3[CH:13]=[C:12]([O:14][CH3:15])[CH:11]=[CH:10][C:9]=3[CH:16]3[CH2:25][CH2:24][C:23]4[CH:22]=[C:21]([OH:26])[CH:20]=[CH:19][C:18]=4[CH2:17]3)=[CH:3][C:2]=2[F:1])[CH2:43][CH2:42][CH2:41]1, predict the reactants needed to synthesize it. The reactants are: [F:1][C:2]1[CH:3]=[C:4]([CH:36]=[CH:37][C:38]=1[OH:39])[C:5]([N:7]([CH:33]([CH3:35])[CH3:34])[C:8]1[CH:13]=[C:12]([O:14][CH3:15])[CH:11]=[CH:10][C:9]=1[CH:16]1[CH2:25][CH2:24][C:23]2[CH:22]=[C:21]([O:26]C(=O)C(C)(C)C)[CH:20]=[CH:19][C:18]=2[CH2:17]1)=O.[N:40]1([C:44](=O)[CH2:45]Cl)[CH2:43][CH2:42][CH2:41]1. (6) The reactants are: [C:1]([C:4]1[C:32](=[O:33])[C@@:8]2([CH3:34])[C:9]3[C:15]([OH:16])=[CH:14][C:13]([O:17][CH3:18])=[C:12]([C:19]([NH:21][CH2:22][C:23]4[C:28]([CH3:29])=[CH:27][C:26]([OH:30])=[CH:25][C:24]=4[CH3:31])=[O:20])[C:10]=3[O:11][C:7]2=[CH:6][C:5]=1[OH:35])(=[O:3])[CH3:2].C(=O)([O-])[O-].[K+].[K+].Br[CH2:43][C:44]#[C:45][CH3:46].Cl. Given the product [C:1]([C:4]1[C:32](=[O:33])[C@@:8]2([CH3:34])[C:9]3[C:15]([OH:16])=[CH:14][C:13]([O:17][CH3:18])=[C:12]([C:19]([NH:21][CH2:22][C:23]4[C:28]([CH3:29])=[CH:27][C:26]([O:30][CH2:43][C:44]#[C:45][CH3:46])=[CH:25][C:24]=4[CH3:31])=[O:20])[C:10]=3[O:11][C:7]2=[CH:6][C:5]=1[OH:35])(=[O:3])[CH3:2], predict the reactants needed to synthesize it. (7) Given the product [N+:14]([C:17]1[CH:18]=[C:19]([C:20]([C:7]2[C:8]3[C:9](=[N:10][CH:11]=[CH:12][CH:13]=3)[NH:5][CH:6]=2)=[O:21])[CH:23]=[CH:24][CH:25]=1)([O-:16])=[O:15], predict the reactants needed to synthesize it. The reactants are: [Cl-].[Cl-].[Cl-].[Al+3].[NH:5]1[C:9]2=[N:10][CH:11]=[CH:12][CH:13]=[C:8]2[CH:7]=[CH:6]1.[N+:14]([C:17]1[CH:18]=[C:19]([CH:23]=[CH:24][CH:25]=1)[C:20](Cl)=[O:21])([O-:16])=[O:15].